Dataset: Catalyst prediction with 721,799 reactions and 888 catalyst types from USPTO. Task: Predict which catalyst facilitates the given reaction. (1) Reactant: [CH3:1][NH:2][C:3]1[N:8]=[C:7]([CH2:9][O:10][CH2:11][C:12]2[CH:24]=[CH:23][C:15]([CH2:16][C@@H:17]([C:19]([O:21]C)=[O:20])[NH2:18])=[CH:14][CH:13]=2)[CH:6]=[CH:5][CH:4]=1.C(N(CC)CC)C.Cl[C:33]1[C:34]([Cl:42])=[C:35]([CH:39]=[CH:40][CH:41]=1)[C:36](Cl)=[O:37].[Li+].[OH-].C(Cl)[Cl:46]. Product: [Cl:46][C:39]1[CH:40]=[CH:41][CH:33]=[C:34]([Cl:42])[C:35]=1[C:36]([NH:18][C@H:17]([C:19]([OH:21])=[O:20])[CH2:16][C:15]1[CH:23]=[CH:24][C:12]([CH2:11][O:10][CH2:9][C:7]2[CH:6]=[CH:5][CH:4]=[C:3]([NH:2][CH3:1])[N:8]=2)=[CH:13][CH:14]=1)=[O:37]. The catalyst class is: 6. (2) Reactant: [CH3:1][O:2][C:3]1[CH:8]=[CH:7][C:6]([S:9][CH2:10][CH2:11][NH:12][C:13](=[O:16])[CH:14]=[CH2:15])=[CH:5][CH:4]=1.C=O.[C:19]1(C)C=CC(S(O)(=O)=O)=CC=1. Product: [CH3:1][O:2][C:3]1[CH:8]=[CH:7][C:6]2[S:9][CH2:10][CH2:11][N:12]([C:13](=[O:16])[CH:14]=[CH2:15])[CH2:19][C:5]=2[CH:4]=1. The catalyst class is: 48. (3) Reactant: [Si:1](Cl)([C:4]([CH3:7])([CH3:6])[CH3:5])([CH3:3])[CH3:2].[OH:9][C@H:10]1[CH2:15][CH2:14][C@H:13]([N:16]2[C:20](=[O:21])[C:19]3=[CH:22][CH:23]=[CH:24][CH:25]=[C:18]3[C:17]2=[O:26])[CH2:12][CH2:11]1.N1C=CN=C1. Product: [Si:1]([O:9][C@H:10]1[CH2:11][CH2:12][C@H:13]([N:16]2[C:17](=[O:26])[C:18]3=[CH:25][CH:24]=[CH:23][CH:22]=[C:19]3[C:20]2=[O:21])[CH2:14][CH2:15]1)([C:4]([CH3:7])([CH3:6])[CH3:5])([CH3:3])[CH3:2]. The catalyst class is: 3. (4) Reactant: [N:1]([CH2:4][CH:5]([OH:13])[CH2:6][C:7]1[CH:12]=[CH:11][CH:10]=[CH:9][CH:8]=1)=[N+:2]=[N-:3].[H-].[Na+].[CH2:16](Br)[C:17]1[CH:22]=[CH:21][CH:20]=[CH:19][CH:18]=1. Product: [N:1]([CH2:4][CH:5]([CH2:6][C:7]1[CH:12]=[CH:11][CH:10]=[CH:9][CH:8]=1)[O:13][CH2:16][C:17]1[CH:22]=[CH:21][CH:20]=[CH:19][CH:18]=1)=[N+:2]=[N-:3]. The catalyst class is: 1. (5) Reactant: [N+:1]([C:4]1[CH:5]=[C:6]([C:14]2[N:15]=[N:16][NH:17][N:18]=2)[CH:7]=[C:8]([C:10]([F:13])([F:12])[F:11])[CH:9]=1)([O-])=O. Product: [N:18]1[NH:17][N:16]=[N:15][C:14]=1[C:6]1[CH:5]=[C:4]([CH:9]=[C:8]([C:10]([F:11])([F:12])[F:13])[CH:7]=1)[NH2:1]. The catalyst class is: 19. (6) Reactant: [NH2:1][C:2]1[CH:7]=[CH:6][C:5]([N+:8]([O-:10])=[O:9])=[CH:4][N:3]=1.N1C=CC=CC=1.[C:17](Cl)(=[O:19])[CH3:18]. Product: [N+:8]([C:5]1[CH:6]=[CH:7][C:2]([NH:1][C:17](=[O:19])[CH3:18])=[N:3][CH:4]=1)([O-:10])=[O:9]. The catalyst class is: 7. (7) Reactant: O1CCCC1.[F:6][C:7]([F:26])([F:25])[C:8]([C:11]1[CH:16]=[CH:15][C:14]([CH:17]2[CH2:19][CH:18]2[C:20]([O:22]CC)=[O:21])=[CH:13][CH:12]=1)([CH3:10])[CH3:9].[OH-].[Na+].Cl. Product: [F:6][C:7]([F:25])([F:26])[C:8]([C:11]1[CH:16]=[CH:15][C:14]([CH:17]2[CH2:19][CH:18]2[C:20]([OH:22])=[O:21])=[CH:13][CH:12]=1)([CH3:10])[CH3:9]. The catalyst class is: 5.